Dataset: Full USPTO retrosynthesis dataset with 1.9M reactions from patents (1976-2016). Task: Predict the reactants needed to synthesize the given product. The reactants are: C(N(CC)CC)C.Cl.C(N=C=NCCCN(C)C)C.[CH3:20][N:21]([CH3:23])[NH2:22].[Cl:24][C:25]1[CH:30]=[CH:29][C:28]([S:31]([CH:34]([C:44]2[CH:49]=[C:48]([F:50])[CH:47]=[CH:46][C:45]=2[F:51])[C:35]2[N:40]=[CH:39][C:38]([C:41](O)=[O:42])=[CH:37][CH:36]=2)(=[O:33])=[O:32])=[CH:27][CH:26]=1. Given the product [CH3:20][N:21]([CH3:23])[NH:22][C:41](=[O:42])[C:38]1[CH:37]=[CH:36][C:35]([CH:34]([S:31]([C:28]2[CH:29]=[CH:30][C:25]([Cl:24])=[CH:26][CH:27]=2)(=[O:32])=[O:33])[C:44]2[CH:49]=[C:48]([F:50])[CH:47]=[CH:46][C:45]=2[F:51])=[N:40][CH:39]=1, predict the reactants needed to synthesize it.